Dataset: Catalyst prediction with 721,799 reactions and 888 catalyst types from USPTO. Task: Predict which catalyst facilitates the given reaction. (1) Reactant: Cl[C:2]1[CH:7]=[C:6]([C:8]2[O:9][C:10]([CH3:13])=[CH:11][CH:12]=2)[N:5]=[C:4](CN)[N:3]=1.[C-:16]#[N:17].[Na+].[N:19]12CCN(CC1)C[CH2:20]2. Product: [CH3:16][NH:17][C:4]1[N:3]=[C:2]([C:20]#[N:19])[CH:7]=[C:6]([C:8]2[O:9][C:10]([CH3:13])=[CH:11][CH:12]=2)[N:5]=1. The catalyst class is: 60. (2) Reactant: C([N:8]1[CH2:17][CH2:16][C:15]2[C:14]([N:18]3[CH2:23][CH2:22][N:21]([CH:24]4[CH2:27][CH2:26][CH2:25]4)[CH2:20][CH2:19]3)=[N:13][CH:12]=[N:11][C:10]=2[CH2:9]1)C1C=CC=CC=1. Product: [CH:24]1([N:21]2[CH2:20][CH2:19][N:18]([C:14]3[C:15]4[CH2:16][CH2:17][NH:8][CH2:9][C:10]=4[N:11]=[CH:12][N:13]=3)[CH2:23][CH2:22]2)[CH2:27][CH2:26][CH2:25]1. The catalyst class is: 256. (3) Reactant: [NH2:1][C:2]1[N:7]=[C:6]([C:8]([O:10][CH3:11])=[O:9])[CH:5]=[CH:4][CH:3]=1.C1C=C([Cl:18])C=C(C(OO)=[O:20])C=1. Product: [ClH:18].[NH2:1][C:2]1[CH:3]=[CH:4][CH:5]=[C:6]([C:8]([O:10][CH3:11])=[O:9])[N+:7]=1[O-:20]. The catalyst class is: 21. (4) Reactant: [F:1][C:2]1[CH:13]=[CH:12][CH:11]=[C:10]([N+:14]([O-])=O)[C:3]=1[O:4][CH:5]1[CH2:9][CH2:8][O:7][CH2:6]1. Product: [F:1][C:2]1[C:3]([O:4][CH:5]2[CH2:9][CH2:8][O:7][CH2:6]2)=[C:10]([NH2:14])[CH:11]=[CH:12][CH:13]=1. The catalyst class is: 63.